This data is from Full USPTO retrosynthesis dataset with 1.9M reactions from patents (1976-2016). The task is: Predict the reactants needed to synthesize the given product. (1) Given the product [Cl:37][C:34]1[CH:33]=[CH:32][C:31]([C:21]2[N:20]([CH:13]([CH:14]3[CH2:19][CH2:18][CH2:17][CH2:16][CH2:15]3)[C:12]([NH:11][C:8]3[CH:9]=[CH:10][C:5]([C:4]([OH:39])=[O:3])=[CH:6][CH:7]=3)=[O:38])[C:24]3[CH:25]=[C:26]([F:30])[C:27]([F:29])=[CH:28][C:23]=3[N:22]=2)=[CH:36][CH:35]=1, predict the reactants needed to synthesize it. The reactants are: C([O:3][C:4](=[O:39])[C:5]1[CH:10]=[CH:9][C:8]([NH:11][C:12](=[O:38])[CH:13]([N:20]2[C:24]3[CH:25]=[C:26]([F:30])[C:27]([F:29])=[CH:28][C:23]=3[N:22]=[C:21]2[C:31]2[CH:36]=[CH:35][C:34]([Cl:37])=[CH:33][CH:32]=2)[CH:14]2[CH2:19][CH2:18][CH2:17][CH2:16][CH2:15]2)=[CH:7][CH:6]=1)C.O.[OH-].[Li+].Cl. (2) Given the product [C:1]([O:5][C:6]([C@@:8]12[CH2:14][C:13](=[CH2:15])[C@@H:12]1[CH2:11][N:10]([C:17]([O:19][CH2:20][C:21]1[CH:26]=[CH:25][CH:24]=[CH:23][CH:22]=1)=[O:18])[CH2:9]2)=[O:7])([CH3:4])([CH3:3])[CH3:2], predict the reactants needed to synthesize it. The reactants are: [C:1]([O:5][C:6]([C@H:8]1[C@H:12]([C:13]([CH2:15]Br)=[CH2:14])[CH2:11][N:10]([C:17]([O:19][CH2:20][C:21]2[CH:26]=[CH:25][CH:24]=[CH:23][CH:22]=2)=[O:18])[CH2:9]1)=[O:7])([CH3:4])([CH3:3])[CH3:2].CN1CCCN(C)C1=O.C[Si](C)(C)[N-][Si](C)(C)C.[Li+]. (3) Given the product [Br:43][C:40]1[CH:39]=[CH:38][C:37]([Si:24]([C:31]2[CH:32]=[CH:33][C:34]([C:13]3[CH:12]=[CH:11][CH2:10][C:8]45[CH:9]=[CH:1][CH:2]=[CH:3][C:4]4=[CH:5][O:6][C:7]=35)=[CH:35][CH:36]=2)([C:21]2[CH:22]=[CH:23][CH:18]=[CH:19][CH:20]=2)[C:25]2[CH:30]=[CH:29][CH:28]=[CH:27][CH:26]=2)=[CH:42][CH:41]=1, predict the reactants needed to synthesize it. The reactants are: [CH:1]1[C:9]2[C:8]3[CH:10]=[CH:11][CH:12]=[CH:13][C:7]=3[O:6][C:5]=2[C:4](B(O)O)=[CH:3][CH:2]=1.Br[C:18]1[CH:23]=[CH:22][C:21]([Si:24]([C:37]2[CH:42]=[CH:41][C:40]([Br:43])=[CH:39][CH:38]=2)([C:31]2[CH:36]=[CH:35][CH:34]=[CH:33][CH:32]=2)[C:25]2[CH:30]=[CH:29][CH:28]=[CH:27][CH:26]=2)=[CH:20][CH:19]=1.C([O-])([O-])=O.[K+].[K+].